Dataset: Reaction yield outcomes from USPTO patents with 853,638 reactions. Task: Predict the reaction yield, written as a fraction of the theoretical maximum amount of product (1.0 means a 100% yield; for example, 0.34 means a 34% yield). The reactants are [CH3:1][O-:2].[Na+].Cl[C:5]1[N:10]=[N:9][C:8]([N:11]2[C:15]([C:16]3[CH:21]=[N:20][C:19]([CH3:22])=[CH:18][N:17]=3)=[CH:14][C:13]([C:23]([O:25]C)=[O:24])=[N:12]2)=[CH:7][CH:6]=1.O.Cl. The catalyst is CO. The product is [CH3:1][O:2][C:5]1[N:10]=[N:9][C:8]([N:11]2[C:15]([C:16]3[CH:21]=[N:20][C:19]([CH3:22])=[CH:18][N:17]=3)=[CH:14][C:13]([C:23]([OH:25])=[O:24])=[N:12]2)=[CH:7][CH:6]=1. The yield is 0.890.